Predict the reactants needed to synthesize the given product. From a dataset of Retrosynthesis with 50K atom-mapped reactions and 10 reaction types from USPTO. (1) Given the product Cc1nc(Cn2nnc3c(N4CCC(F)(F)C4)nc(C(C)(C)C)nc32)n(C)n1, predict the reactants needed to synthesize it. The reactants are: CCn1nnc2c(N3CCC(F)(F)C3)nc(C(C)(C)C)nc21.Cc1nc(CCl)n(C)n1. (2) Given the product CS(=O)c1[nH]cc(-c2ccccc2)c1[N+](=O)[O-], predict the reactants needed to synthesize it. The reactants are: CSc1[nH]cc(-c2ccccc2)c1[N+](=O)[O-].OO. (3) Given the product c1ccc(OCCSCc2cc(-c3ccc(OC4CCCCO4)cc3)no2)cc1, predict the reactants needed to synthesize it. The reactants are: ClCc1cc(-c2ccc(OC3CCCCO3)cc2)no1.SCCOc1ccccc1. (4) Given the product COc1ccc(CNC(=O)CN(c2cccc(Cl)c2C)S(=O)(=O)c2ccc(F)cc2)cc1, predict the reactants needed to synthesize it. The reactants are: COc1ccc(CNC(=O)CBr)cc1.Cc1c(Cl)cccc1NS(=O)(=O)c1ccc(F)cc1. (5) Given the product FC(F)(F)c1ccc(Oc2cccc(C=C3CCNCC3)c2)cc1, predict the reactants needed to synthesize it. The reactants are: CC(C)(C)OC(=O)N1CCC(=Cc2cccc(Oc3ccc(C(F)(F)F)cc3)c2)CC1. (6) Given the product Nc1nc(Cl)c2ccn(CCN3CCN(c4ccc(F)cc4F)CC3)c2n1, predict the reactants needed to synthesize it. The reactants are: Fc1ccc(N2CCNCC2)c(F)c1.Nc1nc(Cl)c2ccn(CCBr)c2n1. (7) Given the product c1ccc(CNCc2nccs2)cc1, predict the reactants needed to synthesize it. The reactants are: NCc1ccccc1.O=Cc1nccs1. (8) The reactants are: CCOC(=O)C=C(C)COc1ccc(C=O)cc1OC.[Li]CCCC. Given the product CCOC(=O)C=C(C)COc1ccc(C=CC(C)C)cc1OC, predict the reactants needed to synthesize it. (9) Given the product c1cnc(SCCC2OCCO2)nc1, predict the reactants needed to synthesize it. The reactants are: BrCCC1OCCO1.Sc1ncccn1.